This data is from Full USPTO retrosynthesis dataset with 1.9M reactions from patents (1976-2016). The task is: Predict the reactants needed to synthesize the given product. (1) Given the product [CH3:10][CH2:9][CH:11]([NH:14][C:2]1[N:3]=[C:4]([Cl:8])[CH:5]=[N:6][CH:7]=1)[CH2:12][CH3:13], predict the reactants needed to synthesize it. The reactants are: Cl[C:2]1[CH:7]=[N:6][CH:5]=[C:4]([Cl:8])[N:3]=1.[CH2:9]([CH:11]([NH2:14])[CH2:12][CH3:13])[CH3:10]. (2) Given the product [O:2]1[CH2:11][CH2:12][O:13][CH:1]1[C:3]1[CH:10]=[CH:9][C:6]([C:7]#[N:8])=[CH:5][CH:4]=1, predict the reactants needed to synthesize it. The reactants are: [CH:1]([C:3]1[CH:10]=[CH:9][C:6]([C:7]#[N:8])=[CH:5][CH:4]=1)=[O:2].[CH2:11](O)[CH2:12][OH:13].O.C1(C)C=CC(S(O)(=O)=O)=CC=1. (3) The reactants are: Br[C:2]1[N:7]=[N:6][C:5]([NH2:8])=[N:4][CH:3]=1.[Br-].[Si:10]([O:17][CH2:18][C:19]1[S:23][C:22]([Zn+])=[N:21][CH:20]=1)([C:13]([CH3:16])([CH3:15])[CH3:14])([CH3:12])[CH3:11]. Given the product [Si:10]([O:17][CH2:18][C:19]1[S:23][C:22]([C:2]2[N:7]=[N:6][C:5]([NH2:8])=[N:4][CH:3]=2)=[N:21][CH:20]=1)([C:13]([CH3:16])([CH3:14])[CH3:15])([CH3:11])[CH3:12], predict the reactants needed to synthesize it. (4) The reactants are: [CH3:1][O:2][C:3]1[CH:4]=[C:5]2[C:9](=[CH:10][C:11]=1[O:12][CH2:13][C:14]([O:16]C)=[O:15])[N:8]([CH3:18])[CH:7]=[C:6]2[C:19]1[N:27]([S:28]([C:31]2[CH:36]=[CH:35][C:34]([CH3:37])=[CH:33][CH:32]=2)(=[O:30])=[O:29])[C:22]2=[N:23][CH:24]=[CH:25][CH:26]=[C:21]2[CH:20]=1. Given the product [CH3:1][O:2][C:3]1[CH:4]=[C:5]2[C:9](=[CH:10][C:11]=1[O:12][CH2:13][C:14]([OH:16])=[O:15])[N:8]([CH3:18])[CH:7]=[C:6]2[C:19]1[N:27]([S:28]([C:31]2[CH:32]=[CH:33][C:34]([CH3:37])=[CH:35][CH:36]=2)(=[O:29])=[O:30])[C:22]2=[N:23][CH:24]=[CH:25][CH:26]=[C:21]2[CH:20]=1, predict the reactants needed to synthesize it. (5) Given the product [NH2:8][CH2:9][CH2:10][C:11]1[CH:12]=[CH:13][C:14]([S:17]([C:20]2[CH:32]=[CH:31][C:23]([O:24][CH2:25][C:26]([O:28][CH2:29][CH3:30])=[O:27])=[CH:22][CH:21]=2)(=[O:19])=[O:18])=[N:15][CH:16]=1, predict the reactants needed to synthesize it. The reactants are: C(OC([NH:8][CH2:9][CH2:10][C:11]1[CH:12]=[CH:13][C:14]([S:17]([C:20]2[CH:32]=[CH:31][C:23]([O:24][CH2:25][C:26]([O:28][CH2:29][CH3:30])=[O:27])=[CH:22][CH:21]=2)(=[O:19])=[O:18])=[N:15][CH:16]=1)=O)(C)(C)C.Cl.